From a dataset of Catalyst prediction with 721,799 reactions and 888 catalyst types from USPTO. Predict which catalyst facilitates the given reaction. Reactant: [CH2:1]([C:3]12[CH2:31][CH2:30][C:25]3(OCC[O:26]3)[CH2:24][CH:4]1[CH2:5][CH2:6][O:7][C:8]1[C:9]2=[CH:10][C:11]2[CH:12]=[N:13][N:14]([C:17]3[CH:22]=[CH:21][N:20]=[C:19]([CH3:23])[CH:18]=3)[C:15]=2[CH:16]=1)[CH3:2].CC1C=CC(S(O)(=O)=O)=CC=1. Product: [CH2:1]([C@:3]12[CH2:31][CH2:30][C:25](=[O:26])[CH2:24][C@H:4]1[CH2:5][CH2:6][O:7][C:8]1[C:9]2=[CH:10][C:11]2[CH:12]=[N:13][N:14]([C:17]3[CH:22]=[CH:21][N:20]=[C:19]([CH3:23])[CH:18]=3)[C:15]=2[CH:16]=1)[CH3:2]. The catalyst class is: 21.